From a dataset of Reaction yield outcomes from USPTO patents with 853,638 reactions. Predict the reaction yield, written as a fraction of the theoretical maximum amount of product (1.0 means a 100% yield; for example, 0.34 means a 34% yield). (1) The reactants are Br[C:2]1[CH:7]=[CH:6][C:5]([C:8]2[NH:13][C:12](=[O:14])[NH:11][CH:10]([C:15]3[CH:20]=[C:19]([N+:21]([O-:23])=[O:22])[C:18]([OH:24])=[C:17]([O:25][CH2:26][CH3:27])[CH:16]=3)[C:9]=2[C:28]2[CH:33]=[CH:32][CH:31]=[CH:30][CH:29]=2)=[CH:4][CH:3]=1.[C:34]1([C:40]([C:42]2[CH:47]=[CH:46][CH:45]=[CH:44][CH:43]=2)=[NH:41])[CH:39]=[CH:38][CH:37]=[CH:36][CH:35]=1.C([O-])([O-])=O.[Cs+].[Cs+].CC1(C)C2C(=C(P(C3C=CC=CC=3)C3C=CC=CC=3)C=CC=2)OC2C(P(C3C=CC=CC=3)C3C=CC=CC=3)=CC=CC1=2. The catalyst is O1CCOCC1.C1C=CC(/C=C/C(/C=C/C2C=CC=CC=2)=O)=CC=1.C1C=CC(/C=C/C(/C=C/C2C=CC=CC=2)=O)=CC=1.C1C=CC(/C=C/C(/C=C/C2C=CC=CC=2)=O)=CC=1.[Pd].[Pd]. The product is [C:34]1([C:40](=[N:41][C:2]2[CH:7]=[CH:6][C:5]([C:8]3[NH:13][C:12](=[O:14])[NH:11][CH:10]([C:15]4[CH:20]=[C:19]([N+:21]([O-:23])=[O:22])[C:18]([OH:24])=[C:17]([O:25][CH2:26][CH3:27])[CH:16]=4)[C:9]=3[C:28]3[CH:33]=[CH:32][CH:31]=[CH:30][CH:29]=3)=[CH:4][CH:3]=2)[C:42]2[CH:43]=[CH:44][CH:45]=[CH:46][CH:47]=2)[CH:39]=[CH:38][CH:37]=[CH:36][CH:35]=1. The yield is 0.350. (2) The reactants are [Br:1][C:2]1[CH:16]=[C:15](/[CH:17]=[CH:18]/[CH:19]([C:24]2[CH:29]=[C:28]([Cl:30])[C:27]([Cl:31])=[C:26]([Cl:32])[CH:25]=2)[C:20]([F:23])([F:22])[F:21])[CH:14]=[CH:13][C:3]=1[C:4]([NH:6][CH:7]1[CH2:12][CH2:11][NH:10][CH2:9][CH2:8]1)=[O:5]. The catalyst is C1COCC1.C(OCC)(=O)C. The product is [Br:1][C:2]1[CH:16]=[C:15](/[CH:17]=[CH:18]/[CH:19]([C:24]2[CH:25]=[C:26]([Cl:32])[C:27]([Cl:31])=[C:28]([Cl:30])[CH:29]=2)[C:20]([F:23])([F:21])[F:22])[CH:14]=[CH:13][C:3]=1[C:4]([NH:6][CH:7]1[CH2:12][CH2:11][N:10]([CH2:19][C:20]([F:23])([F:22])[F:21])[CH2:9][CH2:8]1)=[O:5]. The yield is 0.440. (3) The reactants are [Cl:1][C:2]1[C:3]([F:31])=[C:4]([CH:8]2[C:12]([C:15]3[CH:20]=[CH:19][C:18]([Cl:21])=[CH:17][C:16]=3[F:22])([C:13]#[N:14])[CH:11]([CH2:23][C:24]([CH3:27])([CH3:26])[CH3:25])[NH:10][CH:9]2[C:28](O)=[O:29])[CH:5]=[CH:6][CH:7]=1.[CH3:32][O:33][C:34]1[CH:39]=[C:38]([NH2:40])[CH:37]=[CH:36][N:35]=1.CN(C(ON1N=NC2C=CC=NC1=2)=[N+](C)C)C.F[P-](F)(F)(F)(F)F.CCN(C(C)C)C(C)C. The catalyst is C(Cl)Cl. The product is [CH3:32][O:33][C:34]1[CH:39]=[C:38]([NH:40][C:28]([CH:9]2[CH:8]([C:4]3[CH:5]=[CH:6][CH:7]=[C:2]([Cl:1])[C:3]=3[F:31])[C:12]([C:15]3[CH:20]=[CH:19][C:18]([Cl:21])=[CH:17][C:16]=3[F:22])([C:13]#[N:14])[CH:11]([CH2:23][C:24]([CH3:27])([CH3:26])[CH3:25])[NH:10]2)=[O:29])[CH:37]=[CH:36][N:35]=1. The yield is 0.470. (4) The reactants are C(OC(=O)[NH:7][C:8]1[N:16]=[CH:15][C:14]2[NH:13][C:12]3[N:17]=[CH:18][C:19](Br)=[CH:20][C:11]=3[C:10]=2[CH:9]=1)(C)(C)C.[N:23]1([CH2:29][C:30]2[CH:35]=[CH:34][C:33](B(O)O)=[CH:32][CH:31]=2)[CH2:28][CH2:27][CH2:26][CH2:25][CH2:24]1. The catalyst is C(#N)C.C([O-])(=O)C.[K+].CO.C(Cl)Cl.O. The product is [N:23]1([CH2:29][C:30]2[CH:35]=[CH:34][C:33]([C:19]3[CH:18]=[N:17][C:12]4[NH:13][C:14]5[CH:15]=[N:16][C:8]([NH2:7])=[CH:9][C:10]=5[C:11]=4[CH:20]=3)=[CH:32][CH:31]=2)[CH2:28][CH2:27][CH2:26][CH2:25][CH2:24]1. The yield is 0.400.